From a dataset of Forward reaction prediction with 1.9M reactions from USPTO patents (1976-2016). Predict the product of the given reaction. (1) Given the reactants Br[C:2]1[C:3]([O:13][CH3:14])=[C:4]([CH:9]=[C:10]([Cl:12])[CH:11]=1)[C:5]([O:7][CH3:8])=[O:6].[C:15]1(B(O)O)[CH:20]=[CH:19][CH:18]=[CH:17][CH:16]=1.C(=O)([O-])[O-].[K+].[K+], predict the reaction product. The product is: [Cl:12][C:10]1[CH:9]=[C:4]([C:5]([O:7][CH3:8])=[O:6])[C:3]([O:13][CH3:14])=[C:2]([C:15]2[CH:20]=[CH:19][CH:18]=[CH:17][CH:16]=2)[CH:11]=1. (2) Given the reactants FC1C=CC(C2N=CN(C3CCNCC3)C=2C2C=CC3N(C=C(N)N=3)N=2)=CC=1.C([NH:32][C:33]1[N:34]=[C:35]2[CH:40]=[CH:39][C:38]([C:41]3[N:45]([CH:46]4[CH2:49][N:48](C(OC(C)(C)C)=O)[CH2:47]4)[CH:44]=[N:43][C:42]=3[C:57]3[CH:62]=[CH:61][C:60]([F:63])=[CH:59][CH:58]=3)=[N:37][N:36]2[CH:64]=1)(=O)C.Cl, predict the reaction product. The product is: [NH:48]1[CH2:49][CH:46]([N:45]2[C:41]([C:38]3[CH:39]=[CH:40][C:35]4[N:36]([CH:64]=[C:33]([NH2:32])[N:34]=4)[N:37]=3)=[C:42]([C:57]3[CH:62]=[CH:61][C:60]([F:63])=[CH:59][CH:58]=3)[N:43]=[CH:44]2)[CH2:47]1. (3) Given the reactants C[Si](C)(C)N[Si](C)(C)C.[C:10]([O:13][C:14]([CH3:17])([CH3:16])[CH3:15])(=[O:12])[CH3:11].CC(C1C=CC=C(C(C)C)C=1N1C=[N+](C2C(C(C)C)=CC=CC=2C(C)C)CC1)C.[Cl-].Br[C:49]1[S:58][C:57]2[C:56](=[C:59]3[CH2:64][CH2:63][N:62]([CH3:65])[CH2:61][CH2:60]3)[C:55]3[CH:66]=[CH:67][CH:68]=[CH:69][C:54]=3[O:53][CH2:52][C:51]=2[CH:50]=1, predict the reaction product. The product is: [CH3:65][N:62]1[CH2:63][CH2:64][C:59](=[C:56]2[C:55]3[CH:66]=[CH:67][CH:68]=[CH:69][C:54]=3[O:53][CH2:52][C:51]3[CH:50]=[C:49]([CH2:11][C:10]([O:13][C:14]([CH3:17])([CH3:16])[CH3:15])=[O:12])[S:58][C:57]2=3)[CH2:60][CH2:61]1. (4) Given the reactants [H-].[Na+].[CH3:3][CH:4]([SH:6])[CH3:5].Cl[CH2:8][C:9]1[CH:26]=[CH:25][C:12]2[N:13]([CH2:21][CH:22]3[CH2:24][CH2:23]3)[C:14]([CH2:16][C:17]([CH3:20])([CH3:19])[CH3:18])=[N:15][C:11]=2[CH:10]=1.O, predict the reaction product. The product is: [CH:22]1([CH2:21][N:13]2[C:12]3[CH:25]=[CH:26][C:9]([CH2:8][S:6][CH:4]([CH3:5])[CH3:3])=[CH:10][C:11]=3[N:15]=[C:14]2[CH2:16][C:17]([CH3:20])([CH3:19])[CH3:18])[CH2:23][CH2:24]1. (5) Given the reactants [N:1]1[CH:6]=[CH:5][CH:4]=[C:3]([C:7]2[C:16]3[CH2:15][CH2:14][CH2:13][CH2:12][C:11]=3[N:10]=[C:9]([O:17][CH2:18][C:19]3[CH:24]=[CH:23][CH:22]=[CH:21][N:20]=3)[CH:8]=2)[CH:2]=1.[Na+].[I-].S(=O)(=O)(O)O.[C:32](=O)([O-])O.[Na+].S([O-])([O-])(=O)=S.[Na+].[Na+], predict the reaction product. The product is: [CH3:32][C:22]1[CH:23]=[CH:24][C:19]([CH2:18][O:17][C:9]2[CH:8]=[C:7]([C:3]3[CH:2]=[N:1][CH:6]=[CH:5][CH:4]=3)[C:16]3[CH2:15][CH2:14][CH2:13][CH2:12][C:11]=3[N:10]=2)=[N:20][CH:21]=1. (6) Given the reactants [CH2:1]([O:3][C:4](=[O:13])[CH2:5][C:6]1[CH:11]=[CH:10][CH:9]=[C:8](Br)[N:7]=1)[CH3:2].[C:14]([O:18][C:19](=[O:43])[N:20]([CH2:41][CH3:42])[CH2:21][C:22]1[CH:27]=[C:26]([C:28]([F:31])([F:30])[F:29])[CH:25]=[CH:24][C:23]=1B1OC(C)(C)C(C)(C)O1)([CH3:17])([CH3:16])[CH3:15], predict the reaction product. The product is: [CH2:1]([O:3][C:4](=[O:13])[CH2:5][C:6]1[CH:11]=[CH:10][CH:9]=[C:8]([C:23]2[CH:24]=[CH:25][C:26]([C:28]([F:31])([F:29])[F:30])=[CH:27][C:22]=2[CH2:21][N:20]([C:19]([O:18][C:14]([CH3:15])([CH3:17])[CH3:16])=[O:43])[CH2:41][CH3:42])[N:7]=1)[CH3:2].